From a dataset of Peptide-MHC class II binding affinity with 134,281 pairs from IEDB. Regression. Given a peptide amino acid sequence and an MHC pseudo amino acid sequence, predict their binding affinity value. This is MHC class II binding data. The peptide sequence is PTLAFPAGVCPTIGV. The MHC is DRB5_0101 with pseudo-sequence DRB5_0101. The binding affinity (normalized) is 0.210.